From a dataset of TCR-epitope binding with 47,182 pairs between 192 epitopes and 23,139 TCRs. Binary Classification. Given a T-cell receptor sequence (or CDR3 region) and an epitope sequence, predict whether binding occurs between them. (1) The epitope is YLNTLTLAV. The TCR CDR3 sequence is CASSLGSGGETQYF. Result: 1 (the TCR binds to the epitope). (2) The epitope is AIMTRCLAV. The TCR CDR3 sequence is CAVLGGLEDNSPLHF. Result: 0 (the TCR does not bind to the epitope). (3) The epitope is QYDPVAALF. The TCR CDR3 sequence is CASSLGWTGEETQYF. Result: 0 (the TCR does not bind to the epitope).